Task: Predict the reactants needed to synthesize the given product.. Dataset: Full USPTO retrosynthesis dataset with 1.9M reactions from patents (1976-2016) (1) Given the product [Cl:12][C:7]1[CH:8]=[C:9]([Cl:11])[CH:10]=[C:3]([CH2:2][O:14][CH3:13])[C:4]=1[C:5]#[N:6], predict the reactants needed to synthesize it. The reactants are: Br[CH2:2][C:3]1[CH:10]=[C:9]([Cl:11])[CH:8]=[C:7]([Cl:12])[C:4]=1[C:5]#[N:6].[CH3:13][O-:14].[Na+]. (2) Given the product [F:10][C:5]1[C:6]([NH:8][CH3:9])=[N:7][C:2]([NH:11][C:12]2[CH:20]=[CH:19][C:15]([C:16]([OH:18])=[O:17])=[CH:14][C:13]=2[O:21][CH3:22])=[N:3][CH:4]=1, predict the reactants needed to synthesize it. The reactants are: Cl[C:2]1[N:7]=[C:6]([NH:8][CH3:9])[C:5]([F:10])=[CH:4][N:3]=1.[NH2:11][C:12]1[CH:20]=[CH:19][C:15]([C:16]([OH:18])=[O:17])=[CH:14][C:13]=1[O:21][CH3:22].Cl. (3) The reactants are: P([O:13][CH2:14][CH2:15][N:16]([CH2:21][CH2:22][CH2:23][O:24][C:25]1[CH:34]=[C:33]2[C:28]([C:29]([NH:35][C:36]3[CH:40]=[C:39]([CH2:41][C:42]([NH:44][C:45]4[CH:50]=[CH:49][CH:48]=[C:47]([F:51])[CH:46]=4)=[O:43])[NH:38][N:37]=3)=[N:30][CH:31]=[N:32]2)=[CH:27][CH:26]=1)[CH2:17][CH2:18][O:19][CH3:20])(OC(C)(C)C)(OC(C)(C)C)=O.COCCNCCO.ClCCCOC1C=C2C(C(NC3C=C(CC(NC4C=CC=C(F)C=4)=O)NN=3)=NC=N2)=CC=1.[I-].[K+]. Given the product [F:51][C:47]1[CH:46]=[C:45]([NH:44][C:42](=[O:43])[CH2:41][C:39]2[NH:38][N:37]=[C:36]([NH:35][C:29]3[C:28]4[C:33](=[CH:34][C:25]([O:24][CH2:23][CH2:22][CH2:21][N:16]([CH2:15][CH2:14][OH:13])[CH2:17][CH2:18][O:19][CH3:20])=[CH:26][CH:27]=4)[N:32]=[CH:31][N:30]=3)[CH:40]=2)[CH:50]=[CH:49][CH:48]=1, predict the reactants needed to synthesize it. (4) Given the product [CH3:1][C@H:2]([NH:7][C:8]([C:10]1[C:18]2[C:13](=[N:14][CH:15]=[C:16]([C:19]3[S:20][C:21]([C:24](=[O:32])[NH:25][C@H:26]([CH3:31])[C:27]([CH3:30])([CH3:29])[CH3:28])=[CH:22][CH:23]=3)[N:17]=2)[NH:12][CH:11]=1)=[O:9])[C:3]([CH3:6])([CH3:5])[CH3:4], predict the reactants needed to synthesize it. The reactants are: [CH3:1][C@H:2]([NH:7][C:8]([C:10]1[C:18]2[C:13](=[N:14][CH:15]=[C:16]([C:19]3[S:20][C:21]([C:24](=[O:32])[NH:25][C@H:26]([CH3:31])[C:27]([CH3:30])([CH3:29])[CH3:28])=[CH:22][CH:23]=3)[N:17]=2)[N:12](COCC[Si](C)(C)C)[CH:11]=1)=[O:9])[C:3]([CH3:6])([CH3:5])[CH3:4]. (5) Given the product [Cl:1][C:2]1[C:3]([CH3:25])=[C:4]([C:9]2([N+:26]([O-:28])=[O:27])[C:13](=[O:14])[C:12]3([CH2:15][CH2:16][N:17]([O:20][CH3:21])[CH2:18][CH2:19]3)[N:11]([O:22][CH3:23])[C:10]2=[O:24])[C:5]([CH3:8])=[CH:6][CH:7]=1, predict the reactants needed to synthesize it. The reactants are: [Cl:1][C:2]1[C:3]([CH3:25])=[C:4]([C:9]2[C:10](=[O:24])[N:11]([O:22][CH3:23])[C:12]3([CH2:19][CH2:18][N:17]([O:20][CH3:21])[CH2:16][CH2:15]3)[C:13]=2[OH:14])[C:5]([CH3:8])=[CH:6][CH:7]=1.[N+:26]([O-])([OH:28])=[O:27]. (6) The reactants are: Br[C:2]1[CH:7]=[CH:6][C:5]2[C:8]3([CH2:31][O:32][C:4]=2[CH:3]=1)[C:16]1[C:11](=[CH:12][CH:13]=[CH:14][CH:15]=1)[N:10]([CH:17]([C:24]1[CH:29]=[CH:28][CH:27]=[CH:26][CH:25]=1)[C:18]1[CH:23]=[CH:22][CH:21]=[CH:20][CH:19]=1)[C:9]3=[O:30].[C-]#N.[Na+].[CH3:36][N:37]1CCCC1=O. Given the product [C:18]1([CH:17]([C:24]2[CH:29]=[CH:28][CH:27]=[CH:26][CH:25]=2)[N:10]2[C:11]3[C:16](=[CH:15][CH:14]=[CH:13][CH:12]=3)[C:8]3([C:5]4[CH:6]=[CH:7][C:2]([C:36]#[N:37])=[CH:3][C:4]=4[O:32][CH2:31]3)[C:9]2=[O:30])[CH:23]=[CH:22][CH:21]=[CH:20][CH:19]=1, predict the reactants needed to synthesize it. (7) Given the product [CH2:1]([C:3]1[CH:4]=[C:5]2[C:9](=[CH:10][CH:11]=1)[NH:8][C:7]([C:12]([OH:14])=[O:13])=[CH:6]2)[CH3:2], predict the reactants needed to synthesize it. The reactants are: [CH2:1]([C:3]1[CH:4]=[C:5]2[C:9](=[CH:10][CH:11]=1)[NH:8][C:7]([C:12]([O:14]C)=[O:13])=[CH:6]2)[CH3:2].[OH-].[K+]. (8) Given the product [O:29]1[C:33]2[CH:34]=[CH:35][C:36]([C:38]3([C:41]([NH:43][C:44]4[CH:49]=[CH:48][CH:47]=[C:46]([CH2:50][CH:51]([CH3:56])[CH3:52])[N:45]=4)=[O:42])[CH2:40][CH2:39]3)=[CH:37][C:32]=2[O:31][CH2:30]1, predict the reactants needed to synthesize it. The reactants are: O1C2C=CC(C3(C(NC4C=CC=C(Br)N=4)=O)CC3)=CC=2OC1.[Cl-].C([Zn+])C(C)C.[O:29]1[C:33]2[CH:34]=[CH:35][C:36]([C:38]3([C:41]([NH:43][C:44]4[CH:49]=[CH:48][CH:47]=[C:46]([CH2:50][CH:51]5[CH2:56]CCC[CH2:52]5)[N:45]=4)=[O:42])[CH2:40][CH2:39]3)=[CH:37][C:32]=2[O:31][CH2:30]1. (9) Given the product [CH3:18][C:17]1[O:16][C:15]([C:19]2[CH:24]=[CH:23][CH:22]=[CH:21][CH:20]=2)=[N:14][C:13]=1[CH2:12][CH2:11][O:10][C:9]1[C:4]2[CH:3]=[CH:2][S:1][C:5]=2[C:6]([N+:25]([O-:27])=[O:26])=[CH:7][CH:8]=1, predict the reactants needed to synthesize it. The reactants are: [S:1]1[C:5]2[CH:6]=[CH:7][CH:8]=[C:9]([O:10][CH2:11][CH2:12][C:13]3[N:14]=[C:15]([C:19]4[CH:24]=[CH:23][CH:22]=[CH:21][CH:20]=4)[O:16][C:17]=3[CH3:18])[C:4]=2[CH:3]=[CH:2]1.[N+:25]([O-])([OH:27])=[O:26].C(=O)([O-])[O-].[Na+].[Na+]. (10) The reactants are: [F:1][C:2]1[CH:7]=[CH:6][CH:5]=[CH:4][C:3]=1[C:8]1[C:17]2[C:12](=[CH:13][CH:14]=[C:15]([OH:18])[CH:16]=2)[N:11]=[C:10]([CH2:19][CH:20]([CH3:22])[CH3:21])[C:9]=1[CH2:23][NH:24][C:25](=[O:31])[O:26][C:27]([CH3:30])([CH3:29])[CH3:28].Cl[CH:33]([CH3:37])[C:34]([NH2:36])=[O:35].C(=O)([O-])[O-].[K+].[K+]. Given the product [NH2:36][C:34](=[O:35])[CH:33]([CH3:37])[O:18][C:15]1[CH:16]=[C:17]2[C:12](=[CH:13][CH:14]=1)[N:11]=[C:10]([CH2:19][CH:20]([CH3:22])[CH3:21])[C:9]([CH2:23][NH:24][C:25](=[O:31])[O:26][C:27]([CH3:29])([CH3:28])[CH3:30])=[C:8]2[C:3]1[CH:4]=[CH:5][CH:6]=[CH:7][C:2]=1[F:1], predict the reactants needed to synthesize it.